This data is from NCI-60 drug combinations with 297,098 pairs across 59 cell lines. The task is: Regression. Given two drug SMILES strings and cell line genomic features, predict the synergy score measuring deviation from expected non-interaction effect. (1) Drug 1: C1=C(C(=O)NC(=O)N1)F. Drug 2: C(=O)(N)NO. Cell line: LOX IMVI. Synergy scores: CSS=33.0, Synergy_ZIP=-1.24, Synergy_Bliss=-3.75, Synergy_Loewe=-27.8, Synergy_HSA=-3.48. (2) Drug 1: C1CN1C2=NC(=NC(=N2)N3CC3)N4CC4. Drug 2: C1C(C(OC1N2C=NC3=C2NC=NCC3O)CO)O. Cell line: LOX IMVI. Synergy scores: CSS=44.8, Synergy_ZIP=2.50, Synergy_Bliss=3.74, Synergy_Loewe=-3.68, Synergy_HSA=3.73. (3) Drug 1: CC1C(C(=O)NC(C(=O)N2CCCC2C(=O)N(CC(=O)N(C(C(=O)O1)C(C)C)C)C)C(C)C)NC(=O)C3=C4C(=C(C=C3)C)OC5=C(C(=O)C(=C(C5=N4)C(=O)NC6C(OC(=O)C(N(C(=O)CN(C(=O)C7CCCN7C(=O)C(NC6=O)C(C)C)C)C)C(C)C)C)N)C. Drug 2: C1C(C(OC1N2C=NC3=C2NC=NCC3O)CO)O. Cell line: HT29. Synergy scores: CSS=29.4, Synergy_ZIP=0.493, Synergy_Bliss=2.59, Synergy_Loewe=-15.1, Synergy_HSA=1.49.